From a dataset of Full USPTO retrosynthesis dataset with 1.9M reactions from patents (1976-2016). Predict the reactants needed to synthesize the given product. (1) Given the product [CH3:18][C:2]1[CH:3]=[C:4]2[C:8](=[CH:9][CH:10]=1)[NH:7][CH:6]=[C:5]2[CH:11]1[CH2:15][C:14](=[O:16])[NH:13][C:12]1=[O:17], predict the reactants needed to synthesize it. The reactants are: F[C:2]1[CH:3]=[C:4]2[C:8](=[CH:9][CH:10]=1)[NH:7][CH:6]=[C:5]2[CH:11]1[CH2:15][C:14](=[O:16])[NH:13][C:12]1=[O:17].[CH3:18]C1C=C2C(=CC=1)NC=C2.C1(=O)NC(=O)C=C1. (2) Given the product [NH2:1][C:2]1[C:3]2[C:11](=[O:12])[CH:10]=[CH:9][N:8]([CH2:30][C:24]3[N:23]([C:32]4[CH:37]=[CH:36][CH:35]=[CH:34][C:33]=4[O:38][CH3:39])[C:22](=[O:40])[C:21]4[C:26](=[CH:27][CH:28]=[CH:29][C:20]=4[Cl:19])[N:25]=3)[C:4]=2[N:5]=[CH:6][N:7]=1, predict the reactants needed to synthesize it. The reactants are: [NH2:1][C:2]1[C:3]2[C:11](=[O:12])[CH:10]=[CH:9][NH:8][C:4]=2[N:5]=[CH:6][N:7]=1.C([O-])([O-])=O.[Cs+].[Cs+].[Cl:19][C:20]1[CH:29]=[CH:28][CH:27]=[C:26]2[C:21]=1[C:22](=[O:40])[N:23]([C:32]1[CH:37]=[CH:36][CH:35]=[CH:34][C:33]=1[O:38][CH3:39])[C:24]([CH2:30]Cl)=[N:25]2.